Dataset: Catalyst prediction with 721,799 reactions and 888 catalyst types from USPTO. Task: Predict which catalyst facilitates the given reaction. (1) Reactant: [C:1]([NH:22][C@@H:23]([CH2:27][CH:28]([CH3:30])[CH3:29])[C:24]([OH:26])=[O:25])(=[O:21])[CH2:2][CH2:3][CH2:4]/[CH:5]=[CH:6]\[CH2:7]/[CH:8]=[CH:9]\[CH2:10]/[CH:11]=[CH:12]\[CH2:13]/[CH:14]=[CH:15]\[CH2:16]/[CH:17]=[CH:18]\[CH2:19][CH3:20].[CH3:31][N:32]([C:34]([NH:36][C:37]([NH2:39])=[NH:38])=[NH:35])[CH3:33]. Product: [C:1]([NH:22][C@@H:23]([CH2:27][CH:28]([CH3:29])[CH3:30])[C:24]([O-:26])=[O:25])(=[O:21])[CH2:2][CH2:3][CH2:4]/[CH:5]=[CH:6]\[CH2:7]/[CH:8]=[CH:9]\[CH2:10]/[CH:11]=[CH:12]\[CH2:13]/[CH:14]=[CH:15]\[CH2:16]/[CH:17]=[CH:18]\[CH2:19][CH3:20].[NH2:39][C:37]([NH:36][C:34]([N:32]([CH3:33])[CH3:31])=[NH:35])=[NH2+:38]. The catalyst class is: 1. (2) The catalyst class is: 635. Product: [OH:20][CH2:19][CH2:18][S:17][CH2:2][C:3]([O:5][C:6]([CH3:9])([CH3:8])[CH3:7])=[O:4]. Reactant: Br[CH2:2][C:3]([O:5][C:6]([CH3:9])([CH3:8])[CH3:7])=[O:4].C(N(CC)CC)C.[SH:17][CH2:18][CH2:19][OH:20].C(OC(=O)C)C. (3) Reactant: [NH2:1][C:2]1[CH:10]=[CH:9][CH:8]=[C:7]([Cl:11])[C:3]=1[C:4]([OH:6])=O.C1N=CN(C(N2C=NC=C2)=O)C=1.Cl.[NH2:25][CH:26]1[CH2:31][CH2:30][C:29](=[O:32])[NH:28][C:27]1=[O:33].C(=O)([O-])O.[Na+]. Product: [NH2:1][C:2]1[CH:10]=[CH:9][CH:8]=[C:7]([Cl:11])[C:3]=1[C:4]([NH:25][CH:26]1[CH2:31][CH2:30][C:29](=[O:32])[NH:28][C:27]1=[O:33])=[O:6]. The catalyst class is: 10.